Dataset: Forward reaction prediction with 1.9M reactions from USPTO patents (1976-2016). Task: Predict the product of the given reaction. (1) Given the reactants [CH3:1][N:2]1[CH:6]=[C:5]([C:7]2[C:8]([C:31]([N:33]3[CH2:38][CH2:37][CH2:36][CH2:35][CH2:34]3)=[O:32])=[CH:9][C:10]([O:23][CH2:24][C:25]3[CH:30]=[CH:29][CH:28]=[CH:27][CH:26]=3)=[C:11]([CH:22]=2)[C:12]([O:14]CC2C=CC=CC=2)=[O:13])[CH:4]=[N:3]1.[OH-].[Li+].O.Cl, predict the reaction product. The product is: [CH3:1][N:2]1[CH:6]=[C:5]([C:7]2[C:8]([C:31]([N:33]3[CH2:38][CH2:37][CH2:36][CH2:35][CH2:34]3)=[O:32])=[CH:9][C:10]([O:23][CH2:24][C:25]3[CH:30]=[CH:29][CH:28]=[CH:27][CH:26]=3)=[C:11]([CH:22]=2)[C:12]([OH:14])=[O:13])[CH:4]=[N:3]1. (2) The product is: [F:12][C:4]1[CH:5]=[C:6]2[C:10](=[C:2]([NH:1][C:20](=[O:22])[CH3:21])[CH:3]=1)[NH:9][C:8](=[O:11])[CH2:7]2. Given the reactants [NH2:1][C:2]1[CH:3]=[C:4]([F:12])[CH:5]=[C:6]2[C:10]=1[NH:9][C:8](=[O:11])[CH2:7]2.C(N(CC)CC)C.[C:20](Cl)(=[O:22])[CH3:21], predict the reaction product.